This data is from Forward reaction prediction with 1.9M reactions from USPTO patents (1976-2016). The task is: Predict the product of the given reaction. Given the reactants [C:1]1([C:25]2[CH:30]=[CH:29][CH:28]=[CH:27][CH:26]=2)[CH:6]=[CH:5][C:4]([CH2:7][C@@H:8]([NH:17][C:18]([C:20]2[NH:21][N:22]=[N:23][CH:24]=2)=[O:19])[CH2:9][C@:10]([CH2:15][OH:16])([CH3:14])[C:11]([OH:13])=[O:12])=[CH:3][CH:2]=1.[CH3:31][O:32][CH2:33][CH2:34][O:35][CH2:36][CH2:37]O, predict the reaction product. The product is: [CH3:31][O:32][CH2:33][CH2:34][O:35][CH2:36][CH2:37][O:12][C:11](=[O:13])[C@@:10]([CH2:15][OH:16])([CH3:14])[CH2:9][C@H:8]([NH:17][C:18]([C:20]1[NH:21][N:22]=[N:23][CH:24]=1)=[O:19])[CH2:7][C:4]1[CH:5]=[CH:6][C:1]([C:25]2[CH:30]=[CH:29][CH:28]=[CH:27][CH:26]=2)=[CH:2][CH:3]=1.